This data is from Forward reaction prediction with 1.9M reactions from USPTO patents (1976-2016). The task is: Predict the product of the given reaction. (1) Given the reactants [CH3:1][N:2]1[C:15]2[C:6]([CH:7]=[CH:8][C:9]3[N:19]([C:20]4[CH:25]=[CH:24][CH:23]=[CH:22][N:21]=4)[CH2:18][CH:17]=[C:11]4[NH:12][C:13](=[O:16])[C:14]=2[C:10]=34)=[C:5]([N+:26]([O-])=O)[CH:4]=[CH:3]1.[Cl-].[NH4+].O, predict the reaction product. The product is: [NH2:26][C:5]1[CH:4]=[CH:3][N:2]([CH3:1])[C:15]2[C:6]=1[CH:7]=[CH:8][C:9]1[N:19]([C:20]3[CH:25]=[CH:24][CH:23]=[CH:22][N:21]=3)[CH2:18][CH:17]=[C:11]3[NH:12][C:13](=[O:16])[C:14]=2[C:10]=13. (2) The product is: [Cl:8][C:4]1[CH:5]=[CH:6][CH:7]=[C:2]([Cl:1])[C:3]=1[C:9]1[C:13]([CH2:14][O:15][C:16]2[CH:21]=[CH:20][C:19]([C:22]3[CH:23]=[C:24]4[C:29](=[CH:30][CH:31]=3)[N:28]=[C:27]([C:32]([OH:34])=[O:33])[CH:26]=[CH:25]4)=[CH:18][CH:17]=2)=[C:12]([C@@H:36]([CH3:39])[CH2:37][CH3:38])[O:11][N:10]=1. Given the reactants [Cl:1][C:2]1[CH:7]=[CH:6][CH:5]=[C:4]([Cl:8])[C:3]=1[C:9]1[C:13]([CH2:14][O:15][C:16]2[CH:21]=[CH:20][C:19]([C:22]3[CH:23]=[C:24]4[C:29](=[CH:30][CH:31]=3)[N:28]=[C:27]([C:32]([O:34]C)=[O:33])[CH:26]=[CH:25]4)=[CH:18][CH:17]=2)=[C:12]([C@@H:36]([CH3:39])[CH2:37][CH3:38])[O:11][N:10]=1.O1CCCC1.[OH-].[Na+].Cl, predict the reaction product. (3) Given the reactants [Cl:1][C:2]1[CH:24]=[CH:23][C:5]([CH2:6][NH:7][C:8]([C:10]2[C:11](=[O:22])[C:12]3[CH:20]=[C:19](I)[CH:18]=[N:17][C:13]=3[N:14]([CH3:16])[N:15]=2)=[O:9])=[CH:4][CH:3]=1.C(NCC)C.[CH2:30]([OH:33])[C:31]#[CH:32], predict the reaction product. The product is: [Cl:1][C:2]1[CH:24]=[CH:23][C:5]([CH2:6][NH:7][C:8]([C:10]2[C:11](=[O:22])[C:12]3[CH:20]=[C:19]([C:32]#[C:31][CH2:30][OH:33])[CH:18]=[N:17][C:13]=3[N:14]([CH3:16])[N:15]=2)=[O:9])=[CH:4][CH:3]=1. (4) Given the reactants Br[C:2]1[CH:3]=[CH:4][C:5]([C:10]([N:12]2[CH2:17][CH2:16][N:15]([C:18]3[C:23]([CH3:24])=[CH:22][C:21]([CH3:25])=[CH:20][N:19]=3)[CH2:14][CH2:13]2)=[O:11])=[C:6]([CH:9]=1)[C:7]#[N:8].[S:26]1(=[O:33])(=[O:32])[CH2:31][CH2:30][CH2:29][CH2:28][NH:27]1, predict the reaction product. The product is: [CH3:24][C:23]1[C:18]([N:15]2[CH2:16][CH2:17][N:12]([C:10]([C:5]3[CH:4]=[CH:3][C:2]([N:27]4[CH2:28][CH2:29][CH2:30][CH2:31][S:26]4(=[O:33])=[O:32])=[CH:9][C:6]=3[C:7]#[N:8])=[O:11])[CH2:13][CH2:14]2)=[N:19][CH:20]=[C:21]([CH3:25])[CH:22]=1. (5) Given the reactants [CH2:1]([C:3]1[C:12]([C:13]2[CH:18]=[CH:17][CH:16]=[CH:15][N:14]=2)=[C:11]([C:19]([OH:21])=[O:20])[C:10]2[C:5](=[CH:6][CH:7]=[C:8]([F:22])[CH:9]=2)[N:4]=1)[CH3:2].[Si](C=[N+]=[N-])(C)(C)[CH3:24], predict the reaction product. The product is: [CH2:1]([C:3]1[C:12]([C:13]2[CH:18]=[CH:17][CH:16]=[CH:15][N:14]=2)=[C:11]([C:19]([O:21][CH3:24])=[O:20])[C:10]2[C:5](=[CH:6][CH:7]=[C:8]([F:22])[CH:9]=2)[N:4]=1)[CH3:2].